Task: Predict the reactants needed to synthesize the given product.. Dataset: Full USPTO retrosynthesis dataset with 1.9M reactions from patents (1976-2016) (1) Given the product [CH3:39][O:38][C:36]([CH2:35][CH2:34][CH2:33][CH2:32][CH2:31][CH2:30][CH2:29][O:1][C:2]1[C:3]([Se:16][C:17]2[CH:27]=[CH:26][C:20]([C:21]([O:23][CH2:24][CH3:25])=[O:22])=[CH:19][N:18]=2)=[CH:4][C:5]2[C:6]([CH3:14])([CH3:15])[CH2:7][CH2:8][C:9]([CH3:13])([CH3:12])[C:10]=2[CH:11]=1)=[O:37], predict the reactants needed to synthesize it. The reactants are: [OH:1][C:2]1[C:3]([Se:16][C:17]2[CH:27]=[CH:26][C:20]([C:21]([O:23][CH2:24][CH3:25])=[O:22])=[CH:19][N:18]=2)=[CH:4][C:5]2[C:6]([CH3:15])([CH3:14])[CH2:7][CH2:8][C:9]([CH3:13])([CH3:12])[C:10]=2[CH:11]=1.Br[CH2:29][CH2:30][CH2:31][CH2:32][CH2:33][CH2:34][CH2:35][C:36]([O:38][CH3:39])=[O:37].C(=O)([O-])[O-].[K+].[K+]. (2) Given the product [CH2:3]([O:10][CH2:11][CH:12]1[CH2:13][CH2:14][CH:15]([C:18](=[O:26])[CH2:19][CH2:20][C:21]([OH:23])=[O:22])[CH2:16][CH2:17]1)[C:4]1[CH:9]=[CH:8][CH:7]=[CH:6][CH:5]=1, predict the reactants needed to synthesize it. The reactants are: [OH-].[K+].[CH2:3]([O:10][CH2:11][CH:12]1[CH2:17][CH2:16][CH:15]([C:18](=[O:26])[CH2:19][CH2:20][C:21]([O:23]CC)=[O:22])[CH2:14][CH2:13]1)[C:4]1[CH:9]=[CH:8][CH:7]=[CH:6][CH:5]=1.Cl. (3) Given the product [NH2:27][C:23]1[CH:22]=[C:21]([NH:20][C:15]2[N:14]=[C:13]([NH:12][C:8]3[CH:7]=[C:6]([CH:11]=[CH:10][CH:9]=3)[C:5]([OH:28])=[O:4])[C:18]([Cl:19])=[CH:17][N:16]=2)[CH:26]=[CH:25][CH:24]=1, predict the reactants needed to synthesize it. The reactants are: [OH-].[Li+].C[O:4][C:5](=[O:28])[C:6]1[CH:11]=[CH:10][CH:9]=[C:8]([NH:12][C:13]2[C:18]([Cl:19])=[CH:17][N:16]=[C:15]([NH:20][C:21]3[CH:26]=[CH:25][CH:24]=[C:23]([NH2:27])[CH:22]=3)[N:14]=2)[CH:7]=1. (4) Given the product [Cu:25].[I:5][C:6]1[CH:7]=[C:8]([CH:15]=[C:16]([I:19])[C:17]=1[OH:18])[CH2:9][C@@H:10]([C:12]([OH:14])=[O:13])[NH2:11], predict the reactants needed to synthesize it. The reactants are: [OH-].[Na+].O.O.[I:5][C:6]1[CH:7]=[C:8]([CH:15]=[C:16]([I:19])[C:17]=1[OH:18])[CH2:9][C@@H:10]([C:12]([OH:14])=[O:13])[NH2:11].S([O-])([O-])(=O)=O.[Cu+2:25]. (5) Given the product [Br:1][C:2]1[CH:7]=[CH:6][C:5]([N:20]2[C:21]3[CH:9]=[CH:10][CH:11]=[CH:12][C:13]=3[C:14]3[C:19]2=[CH:18][CH:17]=[CH:16][CH:15]=3)=[CH:4][CH:3]=1, predict the reactants needed to synthesize it. The reactants are: [Br:1][C:2]1[CH:7]=[CH:6][C:5](I)=[CH:4][CH:3]=1.[CH:9]1[C:21]2[NH:20][C:19]3[C:14](=[CH:15][CH:16]=[CH:17][CH:18]=3)[C:13]=2[CH:12]=[CH:11][CH:10]=1. (6) Given the product [Br:5][C:6]1[CH:11]=[CH:10][C:9]([S:12][C:13]([F:16])([F:15])[F:14])=[CH:8][C:7]=1[S:3][CH2:1][CH3:2], predict the reactants needed to synthesize it. The reactants are: [CH2:1]([S-:3])[CH3:2].[Na+].[Br:5][C:6]1[CH:11]=[CH:10][C:9]([S:12][C:13]([F:16])([F:15])[F:14])=[CH:8][C:7]=1F.C1COCC1.C(=O)(O)[O-].[Na+]. (7) Given the product [CH3:14][N:15]([CH3:29])[C:16]([C:18]1[C:19]2[CH2:20][CH2:21][N:22]([C:11]([C:9]3[CH:10]=[C:5]4[N:4]=[CH:3][C:2]([Cl:1])=[CH:7][N:6]4[N:8]=3)=[O:13])[CH:23]([CH3:28])[C:24]=2[CH:25]=[CH:26][CH:27]=1)=[O:17], predict the reactants needed to synthesize it. The reactants are: [Cl:1][C:2]1[CH:3]=[N:4][C:5]2[N:6]([N:8]=[C:9]([C:11]([OH:13])=O)[CH:10]=2)[CH:7]=1.[CH3:14][N:15]([CH3:29])[C:16]([C:18]1[C:19]2[CH2:20][CH2:21][NH:22][CH:23]([CH3:28])[C:24]=2[CH:25]=[CH:26][CH:27]=1)=[O:17].